From a dataset of Forward reaction prediction with 1.9M reactions from USPTO patents (1976-2016). Predict the product of the given reaction. (1) Given the reactants FC(F)(F)C([O:5][CH2:6][CH2:7][CH2:8][C:9]1[CH:14]=[CH:13][C:12]([O:15][CH3:16])=[CH:11][C:10]=1[NH:17][C:18]1[C:27]([NH:28][S:29]([CH:32]2[CH2:37][CH2:36][NH:35][CH2:34][CH2:33]2)(=[O:31])=[O:30])=[N:26][C:25]2[C:20](=[CH:21][CH:22]=[CH:23][CH:24]=2)[N:19]=1)=O.[OH-].[K+].CCOC(C)=O.[ClH:48], predict the reaction product. The product is: [ClH:48].[OH:5][CH2:6][CH2:7][CH2:8][C:9]1[CH:14]=[CH:13][C:12]([O:15][CH3:16])=[CH:11][C:10]=1[NH:17][C:18]1[C:27]([NH:28][S:29]([CH:32]2[CH2:33][CH2:34][NH:35][CH2:36][CH2:37]2)(=[O:30])=[O:31])=[N:26][C:25]2[C:20]([N:19]=1)=[CH:21][CH:22]=[CH:23][CH:24]=2. (2) Given the reactants [OH:1][C:2]1[CH:3]=[C:4]2[C:9](=[CH:10][CH:11]=1)[N:8]([C:12](=[O:14])[CH3:13])[C@@H:7]([CH3:15])[C@H:6]([CH3:16])[C@H:5]2[NH:17][C:18]1[CH:23]=[CH:22][CH:21]=[CH:20][CH:19]=1.CC(C)([O-])C.[Na+].[F:30][C:31]([F:50])([F:49])[S:32](N(C1C=CC=CC=1)[S:32]([C:31]([F:50])([F:49])[F:30])(=[O:34])=[O:33])(=[O:34])=[O:33], predict the reaction product. The product is: [F:30][C:31]([F:50])([F:49])[S:32]([O:1][C:2]1[CH:3]=[C:4]2[C:9](=[CH:10][CH:11]=1)[N:8]([C:12](=[O:14])[CH3:13])[CH:7]([CH3:15])[CH:6]([CH3:16])[CH:5]2[NH:17][C:18]1[CH:19]=[CH:20][CH:21]=[CH:22][CH:23]=1)(=[O:34])=[O:33]. (3) Given the reactants Cl[C:2]1[N:11]=[C:10]([N:12]([C:14]2[CH:19]=[CH:18][C:17]([O:20][CH3:21])=[CH:16][CH:15]=2)[CH3:13])[C:9]2[C:4](=[CH:5][CH:6]=[C:7]([O:22][CH3:23])[CH:8]=2)[N:3]=1.Cl.[CH3:25][NH2:26].C(=O)([O-])[O-].[K+].[K+], predict the reaction product. The product is: [CH3:23][O:22][C:7]1[CH:8]=[C:9]2[C:4](=[CH:5][CH:6]=1)[N:3]=[C:2]([NH:26][CH3:25])[N:11]=[C:10]2[N:12]([C:14]1[CH:19]=[CH:18][C:17]([O:20][CH3:21])=[CH:16][CH:15]=1)[CH3:13]. (4) Given the reactants Cl.[CH3:2][C:3]1[CH:4]=[C:5]([NH:10][C:11]([C@@H:13]2[CH2:17][CH2:16][CH2:15][NH:14]2)=[O:12])[CH:6]=[C:7]([CH3:9])[CH:8]=1.CCN(C(C)C)C(C)C.[CH3:27][O:28][C:29]1[CH:34]=[CH:33][C:32]([S:35](Cl)(=[O:37])=[O:36])=[CH:31][CH:30]=1, predict the reaction product. The product is: [CH3:9][C:7]1[CH:6]=[C:5]([NH:10][C:11]([C@@H:13]2[CH2:17][CH2:16][CH2:15][N:14]2[S:35]([C:32]2[CH:31]=[CH:30][C:29]([O:28][CH3:27])=[CH:34][CH:33]=2)(=[O:37])=[O:36])=[O:12])[CH:4]=[C:3]([CH3:2])[CH:8]=1. (5) Given the reactants [C:1]([C:3]1[CH:8]=[CH:7][C:6]([C-:9]2[CH:13]=[CH:12][CH:11]=[CH:10]2)=[CH:5][CH:4]=1)#[CH:2].[CH-:14]1[CH:18]=[CH:17][CH:16]=[CH:15]1.[Fe+2:19].I[C:21]1[CH:28]=[CH:27][C:24]([CH:25]=[O:26])=[CH:23][CH:22]=1, predict the reaction product. The product is: [C-:9]1([C:6]2[CH:7]=[CH:8][C:3]([C:1]#[C:2][C:21]3[CH:28]=[CH:27][C:24]([CH:25]=[O:26])=[CH:23][CH:22]=3)=[CH:4][CH:5]=2)[CH:13]=[CH:12][CH:11]=[CH:10]1.[CH-:14]1[CH:18]=[CH:17][CH:16]=[CH:15]1.[Fe+2:19]. (6) Given the reactants [F:1][C:2]1[CH:20]=[CH:19][CH:18]=[CH:17][C:3]=1[C:4]([NH:6][C:7]1[CH:12]=[CH:11][C:10]([N+:13]([O-])=O)=[CH:9][C:8]=1[CH3:16])=[O:5].C1CCCCC=1.C(O)C, predict the reaction product. The product is: [NH2:13][C:10]1[CH:11]=[CH:12][C:7]([NH:6][C:4](=[O:5])[C:3]2[CH:17]=[CH:18][CH:19]=[CH:20][C:2]=2[F:1])=[C:8]([CH3:16])[CH:9]=1. (7) Given the reactants N(C(OCC)=O)=NC(OCC)=O.[F:13][C:14]1[C:22]([O:23][C:24]2[C:33]3[C:28](=[CH:29][C:30]([OH:36])=[C:31]([O:34][CH3:35])[CH:32]=3)[N:27]=[CH:26][N:25]=2)=[CH:21][CH:20]=[C:19]2[C:15]=1[CH:16]=[C:17]([CH3:37])[NH:18]2.C1(P(C2C=CC=CC=2)C2C=CC=CC=2)C=CC=CC=1.[Br:57][CH2:58][CH2:59][CH2:60]O, predict the reaction product. The product is: [Br:57][CH2:58][CH2:59][CH2:60][O:36][C:30]1[CH:29]=[C:28]2[C:33]([C:24]([O:23][C:22]3[C:14]([F:13])=[C:15]4[C:19](=[CH:20][CH:21]=3)[NH:18][C:17]([CH3:37])=[CH:16]4)=[N:25][CH:26]=[N:27]2)=[CH:32][C:31]=1[O:34][CH3:35]. (8) Given the reactants [Cl:1][C:2]1[CH:7]=[CH:6][C:5]([C@@:8]2([O:23][CH3:24])[C@H:13]([OH:14])[C@@H:12]([OH:15])[C@H:11]([OH:16])[C@@H:10]([CH2:17][O:18][Si:19]([CH3:22])([CH3:21])[CH3:20])[O:9]2)=[CH:4][C:3]=1[CH2:25][C:26]1[CH:31]=[CH:30][C:29]([O:32][CH3:33])=[C:28]([F:34])[C:27]=1[F:35].[H-].[Na+].[CH2:38](Br)[C:39]1[CH:44]=[CH:43][CH:42]=[CH:41][CH:40]=1, predict the reaction product. The product is: [CH2:38]([O:16][C@H:11]1[C@H:12]([O:15][CH2:25][C:26]2[CH:31]=[CH:30][CH:29]=[CH:28][CH:27]=2)[C@@H:13]([O:14][CH2:8][C:5]2[CH:6]=[CH:7][CH:2]=[CH:3][CH:4]=2)[C@@:8]([C:5]2[CH:6]=[CH:7][C:2]([Cl:1])=[C:3]([CH2:25][C:26]3[CH:31]=[CH:30][C:29]([O:32][CH3:33])=[C:28]([F:34])[C:27]=3[F:35])[CH:4]=2)([O:23][CH3:24])[O:9][C@@H:10]1[CH2:17][O:18][Si:19]([CH3:21])([CH3:22])[CH3:20])[C:39]1[CH:44]=[CH:43][CH:42]=[CH:41][CH:40]=1. (9) Given the reactants C(N1C=CN=C1)(N1C=CN=C1)=O.[F:13][C:14]([F:19])([CH3:18])[C:15](O)=[O:16].[Br:20][C:21]1[CH:22]=[C:23]([N:27]2[C:35]3[C:30](=[CH:31][C:32]([O:36][C@H:37]([C:41]4[CH:42]=[N:43][C:44]([O:47][CH3:48])=[CH:45][CH:46]=4)[C@@H:38]([NH2:40])[CH3:39])=[CH:33][CH:34]=3)[CH:29]=[N:28]2)[CH:24]=[CH:25][CH:26]=1, predict the reaction product. The product is: [Br:20][C:21]1[CH:22]=[C:23]([N:27]2[C:35]3[C:30](=[CH:31][C:32]([O:36][C@H:37]([C:41]4[CH:42]=[N:43][C:44]([O:47][CH3:48])=[CH:45][CH:46]=4)[C@@H:38]([NH:40][C:15](=[O:16])[C:14]([F:19])([F:13])[CH3:18])[CH3:39])=[CH:33][CH:34]=3)[CH:29]=[N:28]2)[CH:24]=[CH:25][CH:26]=1.